Dataset: Forward reaction prediction with 1.9M reactions from USPTO patents (1976-2016). Task: Predict the product of the given reaction. (1) The product is: [Cl:25][C:26]1[CH:27]=[C:28]([CH:32]=[CH:33][C:34]=1[O:35][CH2:36][C:37]1[CH:46]=[CH:45][C:44]2[C:39](=[CH:40][CH:41]=[CH:42][CH:43]=2)[N:38]=1)[C:29]([N:3]([O:2][CH3:1])[CH3:4])=[O:31]. Given the reactants [CH3:1][O:2][N:3](C)[C:4](=O)C1C=CC(CCC2C=CC3C(=CC=CC=3)N=2)=CC=1.[Cl:25][C:26]1[CH:27]=[C:28]([CH:32]=[CH:33][C:34]=1[O:35][CH2:36][C:37]1[CH:46]=[CH:45][C:44]2[C:39](=[CH:40][CH:41]=[CH:42][CH:43]=2)[N:38]=1)[C:29]([OH:31])=O, predict the reaction product. (2) Given the reactants [NH2:1][C:2]1[CH:3]=[C:4]2[C:9](=[CH:10][CH:11]=1)[CH:8]=[C:7]([Br:12])[CH:6]=[CH:5]2.[Cl:13]NC(=O)CCC(N)=O, predict the reaction product. The product is: [NH2:1][C:2]1[C:3]([Cl:13])=[C:4]2[C:9](=[CH:10][CH:11]=1)[CH:8]=[C:7]([Br:12])[CH:6]=[CH:5]2. (3) Given the reactants [NH2:1][C:2]1[C:11]2[CH:10]=[CH:9][CH:8]=[C:7](Br)[C:6]=2[N:5]=[C:4]2[CH2:13][N:14]([CH2:17][C:18]3[CH:23]=[CH:22][C:21]([O:24][CH3:25])=[CH:20][CH:19]=3)[C:15](=[O:16])[C:3]=12.[CH3:26][O:27][C:28]1[C:33](B(O)O)=[CH:32][CH:31]=[CH:30][N:29]=1, predict the reaction product. The product is: [NH2:1][C:2]1[C:11]2[CH:10]=[CH:9][CH:8]=[C:7]([C:33]3[C:28]([O:27][CH3:26])=[N:29][CH:30]=[CH:31][CH:32]=3)[C:6]=2[N:5]=[C:4]2[CH2:13][N:14]([CH2:17][C:18]3[CH:23]=[CH:22][C:21]([O:24][CH3:25])=[CH:20][CH:19]=3)[C:15](=[O:16])[C:3]=12. (4) Given the reactants [CH2:1]([NH2:4])[C:2]#[CH:3].C(=O)(O)[O-].[Na+].[C:10]([O:14][C:15](O[C:15]([O:14][C:10]([CH3:13])([CH3:12])[CH3:11])=[O:16])=[O:16])([CH3:13])([CH3:12])[CH3:11], predict the reaction product. The product is: [CH2:1]([NH:4][C:15](=[O:16])[O:14][C:10]([CH3:13])([CH3:12])[CH3:11])[C:2]#[CH:3]. (5) The product is: [NH2:42][C:43]1[N:51]=[C:50]2[C:46]([N:47]=[CH:48][N:49]2[CH2:54][CH2:55][C:56]([C:57]([O:59][CH2:60][CH3:61])=[O:58])([C:67]([O:69][CH2:70][CH3:71])=[O:68])[C:62]([O:64][CH2:65][CH3:66])=[O:63])=[C:45]([Cl:52])[N:44]=1. Given the reactants C(OCC(COC(=O)C)CCN1C=NC2C1=NC(N)=NC=2)(=O)C.OCC(CO)CCN1C=NC2C(=O)NC(N)=NC1=2.[NH2:42][C:43]1[N:51]=[C:50]2[C:46]([NH:47][CH:48]=[N:49]2)=[C:45]([Cl:52])[N:44]=1.Br[CH2:54][CH2:55][C:56]([C:67]([O:69][CH2:70][CH3:71])=[O:68])([C:62]([O:64][CH2:65][CH3:66])=[O:63])[C:57]([O:59][CH2:60][CH3:61])=[O:58], predict the reaction product. (6) Given the reactants F[C:2]1[CH:7]=[CH:6][C:5]([N+:8]([O-])=O)=[C:4]([F:11])[C:3]=1[F:12].NC1C(F)=CC([OH:21])=CC=1F, predict the reaction product. The product is: [NH2:8][C:5]1[CH:6]=[CH:7][C:2]([OH:21])=[C:3]([F:12])[C:4]=1[F:11]. (7) Given the reactants [CH3:1][S:2]([N:5]1[CH2:10][CH2:9][CH:8]([CH:11]=O)[CH2:7][CH2:6]1)(=[O:4])=[O:3].N1[CH2:18][CH2:17][CH2:16]CC1.C([CH:22](C(O)=O)[C:23]([OH:25])=[O:24])(C)C.Cl, predict the reaction product. The product is: [CH3:1][S:2]([N:5]1[CH2:6][CH2:7][CH:8]([CH:11]=[CH:22][C:23]([O:25][CH:17]([CH3:16])[CH3:18])=[O:24])[CH2:9][CH2:10]1)(=[O:3])=[O:4]. (8) Given the reactants [NH:1]1[CH2:5][CH2:4][CH:3]([C:6]2[CH:7]=[N:8][CH:9]=[CH:10][CH:11]=2)[CH2:2]1.[C:12](O[C:12]([O:14][C:15]([CH3:18])([CH3:17])[CH3:16])=[O:13])([O:14][C:15]([CH3:18])([CH3:17])[CH3:16])=[O:13].[OH-].[Na+], predict the reaction product. The product is: [C:15]([O:14][C:12]([N:1]1[CH2:5][CH2:4][CH:3]([C:6]2[CH:7]=[N:8][CH:9]=[CH:10][CH:11]=2)[CH2:2]1)=[O:13])([CH3:18])([CH3:17])[CH3:16]. (9) Given the reactants [Cl:1][C:2]1[CH:33]=[CH:32][C:5]([C:6]([N:8]2[CH2:12][CH2:11][C@@H:10]([NH:13][C:14]3[N:15]=[CH:16][C:17](/[CH:20]=[CH:21]/[C:22]([NH:24][O:25]C4CCCCO4)=[O:23])=[N:18][CH:19]=3)[CH2:9]2)=[O:7])=[CH:4][CH:3]=1.Cl, predict the reaction product. The product is: [ClH:1].[Cl:1][C:2]1[CH:3]=[CH:4][C:5]([C:6]([N:8]2[CH2:12][CH2:11][C@@H:10]([NH:13][C:14]3[N:15]=[CH:16][C:17](/[CH:20]=[CH:21]/[C:22]([NH:24][OH:25])=[O:23])=[N:18][CH:19]=3)[CH2:9]2)=[O:7])=[CH:32][CH:33]=1.